This data is from Forward reaction prediction with 1.9M reactions from USPTO patents (1976-2016). The task is: Predict the product of the given reaction. (1) Given the reactants [C:1]([NH:18][C@H:19]([C:27]([OH:29])=O)[CH2:20][C:21]1[CH:26]=[CH:25][CH:24]=[CH:23][CH:22]=1)([O:3][CH2:4][CH:5]1[C:17]2[C:12](=[CH:13][CH:14]=[CH:15][CH:16]=2)[C:11]2[C:6]1=[CH:7][CH:8]=[CH:9][CH:10]=2)=[O:2].O=S(Cl)[Cl:32], predict the reaction product. The product is: [C:1]([NH:18][C@H:19]([C:27]([Cl:32])=[O:29])[CH2:20][C:21]1[CH:26]=[CH:25][CH:24]=[CH:23][CH:22]=1)([O:3][CH2:4][CH:5]1[C:17]2[C:12](=[CH:13][CH:14]=[CH:15][CH:16]=2)[C:11]2[C:6]1=[CH:7][CH:8]=[CH:9][CH:10]=2)=[O:2]. (2) The product is: [F:1][C:2]1[CH:3]=[CH:4][C:5]([O:29][CH3:30])=[C:6]([C:8]2[CH:13]=[CH:12][N:11]=[C:10]3[NH:14][C:15]([C:17]4[CH2:23][CH:22]5[N:24]([CH2:25][C:26]([N:72]6[CH2:75][CH:74]([OH:76])[CH2:73]6)=[O:27])[CH:19]([CH2:20][CH2:21]5)[CH:18]=4)=[CH:16][C:9]=23)[CH:7]=1. Given the reactants [F:1][C:2]1[CH:3]=[CH:4][C:5]([O:29][CH3:30])=[C:6]([C:8]2[CH:13]=[CH:12][N:11]=[C:10]3[NH:14][C:15]([C:17]4[CH2:23][CH:22]5[N:24]([CH2:25][C:26](O)=[O:27])[CH:19]([CH2:20][CH2:21]5)[CH:18]=4)=[CH:16][C:9]=23)[CH:7]=1.F[P-](F)(F)(F)(F)F.N1(O[P+](N2CCCC2)(N2CCCC2)N2CCCC2)C2C=CC=CC=2N=N1.C(N(CC)CC)C.Cl.[NH:72]1[CH2:75][CH:74]([OH:76])[CH2:73]1, predict the reaction product. (3) Given the reactants [Br:1][C:2]1[C:11]2[CH2:10][CH2:9][CH2:8][CH2:7][C:6]=2[C:5](=[O:12])[NH:4][C:3]=1[CH3:13].[CH3:14]I, predict the reaction product. The product is: [Br:1][C:2]1[C:11]2[CH2:10][CH2:9][CH2:8][CH2:7][C:6]=2[C:5]([O:12][CH3:14])=[N:4][C:3]=1[CH3:13]. (4) Given the reactants [Br:1][C:2]1[CH:7]=[CH:6][C:5]([C:8]23[CH2:13][CH:12]2[CH2:11][NH:10][CH2:9]3)=[CH:4][CH:3]=1.C(N(CC)CC)C.[C:21](O[C:21]([O:23][C:24]([CH3:27])([CH3:26])[CH3:25])=[O:22])([O:23][C:24]([CH3:27])([CH3:26])[CH3:25])=[O:22], predict the reaction product. The product is: [C:24]([O:23][C:21]([N:10]1[CH2:11][CH:12]2[C:8]([C:5]3[CH:4]=[CH:3][C:2]([Br:1])=[CH:7][CH:6]=3)([CH2:13]2)[CH2:9]1)=[O:22])([CH3:27])([CH3:26])[CH3:25].